From a dataset of Reaction yield outcomes from USPTO patents with 853,638 reactions. Predict the reaction yield, written as a fraction of the theoretical maximum amount of product (1.0 means a 100% yield; for example, 0.34 means a 34% yield). (1) The reactants are [F:1][C:2]([F:24])([F:23])[O:3][C:4]1[CH:9]=[CH:8][C:7]([N:10]2[CH:14]=[N:13][C:12]([C:15]3[CH:20]=[CH:19][C:18]([CH2:21][NH2:22])=[CH:17][CH:16]=3)=[N:11]2)=[CH:6][CH:5]=1.[C:25](=[O:36])(OC(Cl)(Cl)Cl)OC(Cl)(Cl)Cl.C([O-])(=O)C.[Na+].[CH2:42]([C:44]1[CH:49]=[CH:48][CH:47]=[CH:46][C:45]=1[NH:50][C:51]([NH2:53])=[S:52])[CH3:43].C(=O)([O-])[O-].[Cs+].[Cs+]. The catalyst is ClCCl.O.C(#N)C. The product is [CH2:42]([C:44]1[CH:49]=[CH:48][CH:47]=[CH:46][C:45]=1[NH:50][C:51]([NH:53][C:25]([NH:22][CH2:21][C:18]1[CH:19]=[CH:20][C:15]([C:12]2[N:13]=[CH:14][N:10]([C:7]3[CH:6]=[CH:5][C:4]([O:3][C:2]([F:1])([F:23])[F:24])=[CH:9][CH:8]=3)[N:11]=2)=[CH:16][CH:17]=1)=[O:36])=[S:52])[CH3:43]. The yield is 0.160. (2) The reactants are C[O:2][C:3]([C:5]1[C:6]([C:11]2[CH:16]=[CH:15][CH:14]=[C:13]([O:17][C:18]([F:21])([F:20])[F:19])[CH:12]=2)=[N:7][O:8][C:9]=1[CH3:10])=[O:4].[OH-].[Na+]. The catalyst is CO. The product is [CH3:10][C:9]1[O:8][N:7]=[C:6]([C:11]2[CH:16]=[CH:15][CH:14]=[C:13]([O:17][C:18]([F:21])([F:19])[F:20])[CH:12]=2)[C:5]=1[C:3]([OH:4])=[O:2]. The yield is 0.960. (3) The reactants are [Cl:1][C:2]1[CH:7]=[CH:6][CH:5]=[C:4]([Cl:8])[C:3]=1[CH2:9][S:10]([C:13]1[CH:14]=[C:15]2[C:19](=[CH:20][CH:21]=1)[NH:18][C:17](=[O:22])/[C:16]/2=[CH:23]\[C:24]1[NH:28][C:27]([CH3:29])=[C:26]([C:30]([OH:32])=O)[C:25]=1[CH3:33])(=[O:12])=[O:11].[CH:34]1[CH:35]=CC2N(O)N=[N:40][C:38]=2[CH:39]=1.CCN=C=N[CH2:49][CH2:50][CH2:51][N:52]([CH3:54])[CH3:53].CN(C=[O:59])C. No catalyst specified. The product is [Cl:1][C:2]1[CH:7]=[CH:6][CH:5]=[C:4]([Cl:8])[C:3]=1[CH2:9][S:10]([C:13]1[CH:14]=[C:15]2[C:19](=[CH:20][CH:21]=1)[NH:18][C:17](=[O:22])/[C:16]/2=[CH:23]\[C:24]1[NH:28][C:27]([CH3:29])=[C:26]([C:30]([N:40]2[CH2:35][CH2:34][CH2:39][C@@H:38]2[CH2:54][N:52]2[CH2:51][CH2:50][C@@H:49]([OH:59])[CH2:53]2)=[O:32])[C:25]=1[CH3:33])(=[O:11])=[O:12]. The yield is 0.610. (4) The reactants are [CH3:1][O:2][C:3]1[CH:30]=[CH:29][CH:28]=[CH:27][C:4]=1[C:5]([C:7]1[CH:12]=[CH:11][C:10]([CH3:13])=[CH:9][C:8]=1[NH:14][C:15](=[O:26])[NH:16][C:17]1[S:18][CH:19]=[C:20]([CH2:22][C:23]([OH:25])=O)[N:21]=1)=[O:6].[CH3:31][O:32][CH2:33][CH2:34][NH2:35]. No catalyst specified. The product is [CH3:1][O:2][C:3]1[CH:30]=[CH:29][CH:28]=[CH:27][C:4]=1[C:5]([C:7]1[CH:12]=[CH:11][C:10]([CH3:13])=[CH:9][C:8]=1[NH:14][C:15](=[O:26])[NH:16][C:17]1[S:18][CH:19]=[C:20]([CH2:22][C:23]([NH:35][CH2:34][CH2:33][O:32][CH3:31])=[O:25])[N:21]=1)=[O:6]. The yield is 0.700.